From a dataset of Forward reaction prediction with 1.9M reactions from USPTO patents (1976-2016). Predict the product of the given reaction. (1) Given the reactants C[O:2][C:3]([C:5]1([N:13]([C:15](=[O:26])[CH2:16][C:17]2[C:22]([CH3:23])=[CH:21][C:20]([Cl:24])=[CH:19][C:18]=2[CH3:25])[OH:14])[CH2:10][CH2:9][N:8]([O:11][CH3:12])[CH2:7][CH2:6]1)=O.CC(C)([O-])C.[K+].O.Cl, predict the reaction product. The product is: [Cl:24][C:20]1[CH:19]=[C:18]([CH3:25])[C:17]([C:16]2[C:15](=[O:26])[N:13]([OH:14])[C:5]3([CH2:6][CH2:7][N:8]([O:11][CH3:12])[CH2:9][CH2:10]3)[C:3]=2[OH:2])=[C:22]([CH3:23])[CH:21]=1. (2) Given the reactants Cl.[O:2]1[C:6]2=[CH:7][N:8]=[CH:9][CH:10]=[C:5]2[C:4](=O)[CH2:3]1.[Si]([O:19][N:20]=[C:21]1[C:29]2[C:24](=[CH:25][C:26]([NH2:30])=[CH:27][CH:28]=2)[CH2:23][CH2:22]1)(C(C)(C)C)(C)C.C(N(CC)CC)C, predict the reaction product. The product is: [O:2]1[C:6]2=[CH:7][N:8]=[CH:9][CH:10]=[C:5]2[C:4]([NH:30][C:26]2[CH:25]=[C:24]3[C:29](=[CH:28][CH:27]=2)[C:21](=[N:20][OH:19])[CH2:22][CH2:23]3)=[CH:3]1. (3) Given the reactants Br[C:2]1[CH:3]=[C:4]2[C:9](=[CH:10][CH:11]=1)[N:8]=[C:7]([O:12][C@H:13]1[CH2:18][CH2:17][C@H:16]([C:19]([CH3:22])([CH3:21])[CH3:20])[CH2:15][CH2:14]1)[CH:6]=[CH:5]2.C([Li])CCC.CCCCCC.Cl.[C:35](=O)(O)[O-:36].[Na+], predict the reaction product. The product is: [C:19]([C@H:16]1[CH2:17][CH2:18][C@H:13]([O:12][C:7]2[CH:6]=[CH:5][C:4]3[C:9](=[CH:10][CH:11]=[C:2]([CH:35]=[O:36])[CH:3]=3)[N:8]=2)[CH2:14][CH2:15]1)([CH3:22])([CH3:21])[CH3:20]. (4) Given the reactants C[O:2][C:3](=[O:26])[C:4]1([CH2:25][CH2:24][CH2:23][CH2:22]1)[NH:5][CH2:6][C:7]1[CH:16]=[C:15]2[C:10]([C:11]([Cl:21])=[CH:12][N:13]=[C:14]2[NH:17][C:18]([NH2:20])=[NH:19])=[CH:9][CH:8]=1.[OH-].[Na+], predict the reaction product. The product is: [ClH:21].[ClH:21].[Cl:21][C:11]1[C:10]2[C:15](=[CH:16][C:7]([CH2:6][NH:5][C:4]3([C:3]([OH:26])=[O:2])[CH2:22][CH2:23][CH2:24][CH2:25]3)=[CH:8][CH:9]=2)[C:14]([NH:17][C:18]([NH2:20])=[NH:19])=[N:13][CH:12]=1. (5) Given the reactants [OH:1][CH2:2][C:3]([CH2:8][OH:9])([CH3:7])[C:4]([OH:6])=[O:5].[OH-].[CH2:11]([N+:15]([CH2:24][CH2:25][CH2:26][CH3:27])([CH2:20][CH2:21][CH2:22][CH3:23])[CH2:16][CH2:17][CH2:18][CH3:19])[CH2:12][CH2:13][CH3:14], predict the reaction product. The product is: [CH2:2]([C:3]([CH2:8][OH:9])([CH3:7])[C:4]([O-:6])=[O:5])[OH:1].[CH2:24]([N+:15]([CH2:11][CH2:12][CH2:13][CH3:14])([CH2:16][CH2:17][CH2:18][CH3:19])[CH2:20][CH2:21][CH2:22][CH3:23])[CH2:25][CH2:26][CH3:27]. (6) Given the reactants [NH2:1][CH:2]([CH2:12][C:13]1[CH:18]=[CH:17][C:16]([O:19][C:20]2[CH:25]=[CH:24][CH:23]=[CH:22][CH:21]=2)=[CH:15][CH:14]=1)[CH:3]([C:5]1[CH:10]=[CH:9][C:8]([F:11])=[CH:7][CH:6]=1)[OH:4].[F:26][C:27]1[C:36]2[C:31](=[CH:32][CH:33]=[CH:34][CH:35]=2)[C:30]([C:37](O)=[O:38])=[CH:29][CH:28]=1.Cl.C(N=C=NCCCN(C)C)C.ON1C2C=CC=CC=2N=N1, predict the reaction product. The product is: [F:26][C:27]1[C:36]2[C:31](=[CH:32][CH:33]=[CH:34][CH:35]=2)[C:30]([C:37]([NH:1][CH:2]([CH2:12][C:13]2[CH:18]=[CH:17][C:16]([O:19][C:20]3[CH:25]=[CH:24][CH:23]=[CH:22][CH:21]=3)=[CH:15][CH:14]=2)[CH:3]([C:5]2[CH:6]=[CH:7][C:8]([F:11])=[CH:9][CH:10]=2)[OH:4])=[O:38])=[CH:29][CH:28]=1. (7) Given the reactants [NH2:1][C@@H:2]([C:4]1[CH:5]=[C:6]([N:10]2[CH2:15][CH2:14][N:13]([C:16]([O:18][CH2:19][C:20]3[CH:25]=[CH:24][CH:23]=[CH:22][CH:21]=3)=[O:17])[CH2:12][CH2:11]2)[CH:7]=[CH:8][CH:9]=1)[CH3:3].BrC1C=C([C@@H](N)C)C=CC=1, predict the reaction product. The product is: [NH2:1][C@H:2]([C:4]1[CH:5]=[C:6]([N:10]2[CH2:11][CH2:12][N:13]([C:16]([O:18][CH2:19][C:20]3[CH:25]=[CH:24][CH:23]=[CH:22][CH:21]=3)=[O:17])[CH2:14][CH2:15]2)[CH:7]=[CH:8][CH:9]=1)[CH3:3]. (8) Given the reactants [OH:1][C:2]1[CH:7]=[C:6]([OH:8])[CH:5]=[CH:4][C:3]=1[CH:9]1[CH2:14][CH2:13][CH2:12][C:11](=O)[CH2:10]1.Cl.[O:17]([NH2:19])C.[C:20]([O-])(=O)C.[Na+].O(N)C, predict the reaction product. The product is: [CH3:20][O:1][C:2]1[CH:7]=[C:6]([OH:8])[CH:5]=[CH:4][C:3]=1[CH:9]1[CH2:14][CH2:13][CH2:12][C:11](=[N:19][OH:17])[CH2:10]1. (9) Given the reactants C1C2C(COC([NH:18][C:19]([CH3:65])([C:21]([NH:23][C@H:24]([C:28]([N:30]([C@@H:32]([C@@H:61]([CH3:64])[CH2:62][CH3:63])[C@H:33]([O:59][CH3:60])[CH2:34][C:35]([N:37]3[CH2:41][CH2:40][CH2:39][C@H:38]3[C@H:42]([O:57][CH3:58])[C@@H:43]([CH3:56])[C:44]([NH:46][CH2:47][CH2:48][CH:49]3[CH:55]=[CH:54][CH:53]=[CH:52][CH:51]=[CH:50]3)=[O:45])=[O:36])[CH3:31])=[O:29])[CH:25]([CH3:27])[CH3:26])=[O:22])[CH3:20])=O)C3C(=CC=CC=3)C=2C=CC=1.C(N(CC)CC)C, predict the reaction product. The product is: [CH3:20][C:19]([C:21]([NH:23][C@H:24]([C:28]([N:30]([C@@H:32]([C@@H:61]([CH3:64])[CH2:62][CH3:63])[C@H:33]([O:59][CH3:60])[CH2:34][C:35]([N:37]1[CH2:41][CH2:40][CH2:39][C@H:38]1[C@H:42]([O:57][CH3:58])[C@@H:43]([CH3:56])[C:44]([NH:46][CH2:47][CH2:48][CH:49]1[CH:55]=[CH:54][CH:53]=[CH:52][CH:51]=[CH:50]1)=[O:45])=[O:36])[CH3:31])=[O:29])[CH:25]([CH3:27])[CH3:26])=[O:22])([CH3:65])[NH2:18].